Dataset: Full USPTO retrosynthesis dataset with 1.9M reactions from patents (1976-2016). Task: Predict the reactants needed to synthesize the given product. (1) Given the product [CH3:1][C:2]1[S:3][C:4]2[CH:10]=[CH:9][C:8]([O:11][CH2:12][C@@H:13]([OH:21])[CH2:14][N:15]3[CH2:16][CH2:17][N:18]([CH2:24][C:23]#[CH:22])[CH2:19][CH2:20]3)=[CH:7][C:5]=2[N:6]=1, predict the reactants needed to synthesize it. The reactants are: [CH3:1][C:2]1[S:3][C:4]2[CH:10]=[CH:9][C:8]([O:11][CH2:12][C@@H:13]([OH:21])[CH2:14][N:15]3[CH2:20][CH2:19][NH:18][CH2:17][CH2:16]3)=[CH:7][C:5]=2[N:6]=1.[CH2:22](Br)[C:23]#[CH:24].C(=O)([O-])[O-].[K+].[K+].ClCCl. (2) The reactants are: [OH:1][C:2]1[CH:10]=[CH:9][C:5]([C:6]([OH:8])=O)=[C:4]([C:11]2[CH:16]=[CH:15][C:14]([F:17])=[CH:13][CH:12]=2)[CH:3]=1.CN1CCOCC1.Cl.[CH3:26][O:27][C:28](=[O:35])[C@H:29]([CH2:31][CH2:32][S:33][CH3:34])[NH2:30].C(Cl)CCl.C1C=CC2N(O)N=NC=2C=1. Given the product [OH:1][C:2]1[CH:10]=[CH:9][C:5]([C:6]([NH:30][C@@H:29]([CH2:31][CH2:32][S:33][CH3:34])[C:28]([O:27][CH3:26])=[O:35])=[O:8])=[C:4]([C:11]2[CH:16]=[CH:15][C:14]([F:17])=[CH:13][CH:12]=2)[CH:3]=1, predict the reactants needed to synthesize it. (3) Given the product [CH2:9]([C:11]([C:14]1[CH:19]=[CH:18][C:17]([B:20]2[O:24][C:23]([CH3:25])([CH3:26])[C:22]([CH3:27])([CH3:28])[O:21]2)=[C:16]([CH3:29])[CH:15]=1)([C:30]1[CH:35]=[CH:34][C:33]([C:36]#[C:37][C:38]2([O:44][Si:54]([CH3:57])([CH3:56])[CH3:55])[CH2:43][CH2:42][CH2:41][CH2:40][CH2:39]2)=[C:32]([CH3:45])[CH:31]=1)[CH2:12][CH3:13])[CH3:10], predict the reactants needed to synthesize it. The reactants are: N1C(C)=CC=CC=1C.[CH2:9]([C:11]([C:30]1[CH:35]=[CH:34][C:33]([C:36]#[C:37][C:38]2([OH:44])[CH2:43][CH2:42][CH2:41][CH2:40][CH2:39]2)=[C:32]([CH3:45])[CH:31]=1)([C:14]1[CH:19]=[CH:18][C:17]([B:20]2[O:24][C:23]([CH3:26])([CH3:25])[C:22]([CH3:28])([CH3:27])[O:21]2)=[C:16]([CH3:29])[CH:15]=1)[CH2:12][CH3:13])[CH3:10].O([Si:54]([CH3:57])([CH3:56])[CH3:55])S(C(F)(F)F)(=O)=O.C(=O)(O)[O-].[Na+]. (4) Given the product [Cl:26][C:27]1[CH:28]=[C:29]([CH:34]=[C:35]([O:37][C:38]2[CH:43]=[N:42][CH:41]=[N:40][CH:39]=2)[CH:36]=1)[C:30]([NH:1][C:2]1[CH:7]=[C:6]([F:8])[CH:5]=[CH:4][N:3]=1)=[O:31], predict the reactants needed to synthesize it. The reactants are: [NH2:1][C:2]1[CH:7]=[C:6]([F:8])[CH:5]=[CH:4][N:3]=1.C[Si]([N-][Si](C)(C)C)(C)C.[K+].C1(C)C=CC=CC=1.[Cl:26][C:27]1[CH:28]=[C:29]([CH:34]=[C:35]([O:37][C:38]2[CH:39]=[N:40][CH:41]=[N:42][CH:43]=2)[CH:36]=1)[C:30](OC)=[O:31].Cl. (5) Given the product [CH2:3]([O:7][C:8]1[N:13]=[CH:12][N:11]=[C:10]([CH:14]([O:21][CH2:22][O:23][CH3:24])[C:15]2[CH:16]=[CH:17][CH:18]=[CH:19][CH:20]=2)[CH:9]=1)[C:4]#[C:5][CH3:6], predict the reactants needed to synthesize it. The reactants are: [H-].[Na+].[CH2:3]([O:7][C:8]1[N:13]=[CH:12][N:11]=[C:10]([CH:14]([OH:21])[C:15]2[CH:20]=[CH:19][CH:18]=[CH:17][CH:16]=2)[CH:9]=1)[C:4]#[C:5][CH3:6].[CH3:22][O:23][CH2:24]Cl.[Cl-].[NH4+]. (6) Given the product [CH2:3]([O:5][C@H:6]1[C@H:7]([CH3:43])[O:8][C:9](=[O:42])[C@@H:10]([NH:23][C:24]([C:26]2[C:31]([O:32][CH2:33][C:34]3[CH:35]=[CH:36][CH:37]=[CH:38][CH:39]=3)=[C:30]([O:40][CH3:41])[CH:29]=[CH:28][N:27]=2)=[O:25])[CH2:11][O:12][C:13](=[O:22])[C@@H:14]1[CH2:15][C:16]1[CH:17]=[CH:18][CH:19]=[CH:20][CH:21]=1)[CH:2]=[CH2:1], predict the reactants needed to synthesize it. The reactants are: [CH3:1][CH:2](C)[C:3]([O:5][C@@H:6]1[C@@H:14]([CH2:15][C:16]2[CH:21]=[CH:20][CH:19]=[CH:18][CH:17]=2)[C:13](=[O:22])[O:12][CH2:11][C@H:10]([NH:23][C:24]([C:26]2[C:31]([O:32][CH2:33][C:34]3[CH:39]=[CH:38][CH:37]=[CH:36][CH:35]=3)=[C:30]([O:40][CH3:41])[CH:29]=[CH:28][N:27]=2)=[O:25])[C:9](=[O:42])[O:8][C@H:7]1[CH3:43])=O.C1C=CC(P(C2C=CC=CC=2)CCCCP(C2C=CC=CC=2)C2C=CC=CC=2)=CC=1. (7) Given the product [CH2:20]([O:19][C:17]([N:15]1[CH2:14][CH2:13][C:10]2[N:11]([CH3:25])[C:12]3[C:4]([N+:1]([O-:3])=[O:2])=[CH:5][CH:6]=[CH:7][C:8]=3[C:9]=2[CH2:16]1)=[O:18])[CH3:21], predict the reactants needed to synthesize it. The reactants are: [N+:1]([C:4]1[C:12]2[NH:11][C:10]3[CH2:13][CH2:14][N:15]([C:17]([O:19][CH2:20][CH3:21])=[O:18])[CH2:16][C:9]=3[C:8]=2[CH:7]=[CH:6][CH:5]=1)([O-:3])=[O:2].[OH-].[K+].I[CH3:25]. (8) Given the product [CH2:3]([S:7]([O:10][C:11]1[CH:16]=[CH:15][C:14]([CH2:17][CH2:18][CH2:19][C:20]2[CH:25]=[CH:24][C:23]([CH2:26][CH2:27][C:28]([OH:30])=[O:29])=[C:22]([O:32][CH2:33][CH2:34][CH2:35][CH3:36])[CH:21]=2)=[CH:13][C:12]=1[O:37][CH3:38])(=[O:8])=[O:9])[CH2:4][CH2:5][CH3:6], predict the reactants needed to synthesize it. The reactants are: [OH-].[Li+].[CH2:3]([S:7]([O:10][C:11]1[CH:16]=[CH:15][C:14]([CH2:17][CH2:18][CH2:19][C:20]2[CH:25]=[CH:24][C:23]([CH2:26][CH2:27][C:28]([O:30]C)=[O:29])=[C:22]([O:32][CH2:33][CH2:34][CH2:35][CH3:36])[CH:21]=2)=[CH:13][C:12]=1[O:37][CH3:38])(=[O:9])=[O:8])[CH2:4][CH2:5][CH3:6].